From a dataset of Reaction yield outcomes from USPTO patents with 853,638 reactions. Predict the reaction yield, written as a fraction of the theoretical maximum amount of product (1.0 means a 100% yield; for example, 0.34 means a 34% yield). (1) The reactants are C(OC1C=C(NCCS(C)(=O)=O)C=CC=1OC)C.[CH2:19]([O:21][C:22]1[CH:23]=[C:24]([CH:30]([NH2:36])[CH2:31][S:32]([CH3:35])(=[O:34])=[O:33])[CH:25]=[CH:26][C:27]=1[O:28][CH3:29])[CH3:20].[C:37]([NH:40][C@H:41]([C:46]([OH:48])=[O:47])[CH2:42][CH:43]([CH3:45])[CH3:44])(=[O:39])[CH3:38]. The catalyst is CO. The product is [C:37]([NH:40][C@H:41]([C:46]([OH:48])=[O:47])[CH2:42][CH:43]([CH3:44])[CH3:45])(=[O:39])[CH3:38].[CH2:19]([O:21][C:22]1[CH:23]=[C:24]([C@H:30]([NH2:36])[CH2:31][S:32]([CH3:35])(=[O:34])=[O:33])[CH:25]=[CH:26][C:27]=1[O:28][CH3:29])[CH3:20]. The yield is 0.900. (2) The reactants are [CH3:1][N:2]1[CH:6]=[C:5](B2OC(C)(C)C(C)(C)O2)[CH:4]=[N:3]1.C([O-])([O-])=O.[Na+].[Na+].O1[CH2:27][CH2:26]OCC1.CCOC(C)=O.[Cl-:34].[Na+].O. The catalyst is C1C=CC([P]([Pd]([P](C2C=CC=CC=2)(C2C=CC=CC=2)C2C=CC=CC=2)([P](C2C=CC=CC=2)(C2C=CC=CC=2)C2C=CC=CC=2)[P](C2C=CC=CC=2)(C2C=CC=CC=2)C2C=CC=CC=2)(C2C=CC=CC=2)C2C=CC=CC=2)=CC=1. The product is [Cl:34][C:1]1[N:2]=[N:3][C:4]([C:5]2[CH:4]=[N:3][N:2]([CH3:1])[CH:6]=2)=[CH:26][CH:27]=1. The yield is 0.470. (3) The reactants are [Br:1][C:2]1[CH:16]=[C:15](/[CH:17]=[CH:18]/[CH:19]([C:24]2[CH:29]=[C:28]([Cl:30])[C:27]([Cl:31])=[C:26]([Cl:32])[CH:25]=2)[C:20]([F:23])([F:22])[F:21])[CH:14]=[CH:13][C:3]=1[C:4]([NH:6][CH:7]1[CH2:12][CH2:11][NH:10][CH2:9][CH2:8]1)=[O:5]. The catalyst is C1COCC1.C(OCC)(=O)C. The product is [Br:1][C:2]1[CH:16]=[C:15](/[CH:17]=[CH:18]/[CH:19]([C:24]2[CH:25]=[C:26]([Cl:32])[C:27]([Cl:31])=[C:28]([Cl:30])[CH:29]=2)[C:20]([F:23])([F:21])[F:22])[CH:14]=[CH:13][C:3]=1[C:4]([NH:6][CH:7]1[CH2:12][CH2:11][N:10]([CH2:19][C:20]([F:23])([F:22])[F:21])[CH2:9][CH2:8]1)=[O:5]. The yield is 0.440.